Dataset: Kir2.1 potassium channel HTS with 301,493 compounds. Task: Binary Classification. Given a drug SMILES string, predict its activity (active/inactive) in a high-throughput screening assay against a specified biological target. The drug is Brc1cc2c3c(c(=O)n(CCCOC(=O)C)c2=O)cccc3c1. The result is 0 (inactive).